Dataset: Forward reaction prediction with 1.9M reactions from USPTO patents (1976-2016). Task: Predict the product of the given reaction. (1) Given the reactants [NH2:1][CH2:2][CH2:3][NH:4][C:5]1[N:13]=[C:12]([Cl:14])[N:11]=[C:10]2[C:6]=1[N:7]=[CH:8][N:9]2[CH:15]1[CH2:19][CH2:18][CH2:17][CH2:16]1.CO.[F:22][C:23]([F:34])([F:33])[O:24][C:25]1[CH:32]=[CH:31][C:28]([CH:29]=O)=[CH:27][CH:26]=1.[BH3-]C#N.[Na+], predict the reaction product. The product is: [Cl:14][C:12]1[N:11]=[C:10]2[C:6]([N:7]=[CH:8][N:9]2[CH:15]2[CH2:19][CH2:18][CH2:17][CH2:16]2)=[C:5]([NH:4][CH2:3][CH2:2][NH:1][CH2:29][C:28]2[CH:31]=[CH:32][C:25]([O:24][C:23]([F:22])([F:33])[F:34])=[CH:26][CH:27]=2)[N:13]=1. (2) Given the reactants [F:1][C:2]1[CH:3]=[C:4]([OH:12])[CH:5]=[C:6]([F:11])[C:7]=1[N+:8]([O-:10])=[O:9].[OH-].[K+].Cl[C:16]([F:26])([F:25])C(C1C=CC=CC=1)=O, predict the reaction product. The product is: [F:25][CH:16]([F:26])[O:12][C:4]1[CH:5]=[C:6]([F:11])[C:7]([N+:8]([O-:10])=[O:9])=[C:2]([F:1])[CH:3]=1. (3) Given the reactants B(Br)(Br)Br.C[O:6][C:7]1[CH:8]=[C:9]2[C:14](=[CH:15][CH:16]=1)[CH:13]=[C:12]([CH2:17][CH2:18][NH:19][S:20]([CH:23]([CH3:25])[CH3:24])(=[O:22])=[O:21])[CH:11]=[CH:10]2, predict the reaction product. The product is: [OH:6][C:7]1[CH:8]=[C:9]2[C:14](=[CH:15][CH:16]=1)[CH:13]=[C:12]([CH2:17][CH2:18][NH:19][S:20]([CH:23]([CH3:25])[CH3:24])(=[O:22])=[O:21])[CH:11]=[CH:10]2. (4) Given the reactants [NH2:1][C:2]1[C:7]([F:8])=[C:6](Cl)[N:5]=[C:4]([C:10]([O:12][CH3:13])=[O:11])[C:3]=1[S:14][CH3:15].[Cl:16][C:17]1[CH:22]=[CH:21][C:20](B2OC(C)(C)C(C)(C)O2)=[C:19]([F:32])[C:18]=1[O:33][CH3:34].C(#N)C.O.C(OCC)(=O)C, predict the reaction product. The product is: [NH2:1][C:2]1[C:7]([F:8])=[C:6]([C:20]2[CH:21]=[CH:22][C:17]([Cl:16])=[C:18]([O:33][CH3:34])[C:19]=2[F:32])[N:5]=[C:4]([C:10]([O:12][CH3:13])=[O:11])[C:3]=1[S:14][CH3:15]. (5) Given the reactants [Cl:1][C:2]1[CH:7]=[C:6]([O:8][CH3:9])[C:5]([N+:10]([O-])=O)=[CH:4][C:3]=1[I:13], predict the reaction product. The product is: [Cl:1][C:2]1[C:3]([I:13])=[CH:4][C:5]([NH2:10])=[C:6]([O:8][CH3:9])[CH:7]=1. (6) Given the reactants Cl[C:2]1[C:11]2[C:6](=[CH:7][CH:8]=[C:9]([N:12]([CH3:14])[CH3:13])[CH:10]=2)[CH:5]=[C:4]([C:15]2[CH:20]=[CH:19][CH:18]=[C:17]([O:21][CH3:22])[CH:16]=2)[N:3]=1.[CH3:23][O:24][C:25]1[CH:32]=[CH:31][C:28]([CH2:29][NH2:30])=[CH:27][CH:26]=1.C(=O)([O-])[O-].[K+].[K+], predict the reaction product. The product is: [CH3:23][O:24][C:25]1[CH:32]=[CH:31][C:28]([CH2:29][NH:30][C:2]2[C:11]3[C:6](=[CH:7][CH:8]=[C:9]([N:12]([CH3:14])[CH3:13])[CH:10]=3)[CH:5]=[C:4]([C:15]3[CH:20]=[CH:19][CH:18]=[C:17]([O:21][CH3:22])[CH:16]=3)[N:3]=2)=[CH:27][CH:26]=1. (7) Given the reactants [Br:1][C:2]1[CH:7]=[CH:6][C:5]([C:8]2[N:12]=[CH:11][NH:10][N:9]=2)=[C:4]([F:13])[C:3]=1[CH3:14].[O:15]1[CH:20]=[CH:19][CH2:18][CH2:17][CH2:16]1, predict the reaction product. The product is: [Br:1][C:2]1[CH:7]=[CH:6][C:5]([C:8]2[N:12]([CH:16]3[CH2:17][CH2:18][CH2:19][CH2:20][O:15]3)[CH:11]=[N:10][N:9]=2)=[C:4]([F:13])[C:3]=1[CH3:14]. (8) Given the reactants Br[C:2]1[CH:3]=[CH:4][C:5]2[C:11]3[S:12][C:13]([C:15]([N:17]([C:19]4[CH:24]=[CH:23][CH:22]=[CH:21][C:20]=4[Cl:25])[CH3:18])=[O:16])=[CH:14][C:10]=3[CH2:9][CH2:8][O:7][C:6]=2[CH:26]=1.C[Si]([C:31]#[CH:32])(C)C, predict the reaction product. The product is: [Cl:25][C:20]1[CH:21]=[CH:22][CH:23]=[CH:24][C:19]=1[N:17]([CH3:18])[C:15]([C:13]1[S:12][C:11]2[C:5]3[CH:4]=[CH:3][C:2]([C:31]#[CH:32])=[CH:26][C:6]=3[O:7][CH2:8][CH2:9][C:10]=2[CH:14]=1)=[O:16]. (9) Given the reactants C([O:3][C:4](=[O:27])[CH2:5][O:6][C:7]1[CH:12]=[C:11]([F:13])[CH:10]=[CH:9][C:8]=1[C:14](=[O:26])[NH:15][CH2:16][C:17]1[CH:22]=[CH:21][CH:20]=[C:19]([N+:23]([O-:25])=[O:24])[CH:18]=1)C.[OH-].[Na+], predict the reaction product. The product is: [F:13][C:11]1[CH:10]=[CH:9][C:8]([C:14](=[O:26])[NH:15][CH2:16][C:17]2[CH:22]=[CH:21][CH:20]=[C:19]([N+:23]([O-:25])=[O:24])[CH:18]=2)=[C:7]([CH:12]=1)[O:6][CH2:5][C:4]([OH:27])=[O:3].